Task: Regression. Given two drug SMILES strings and cell line genomic features, predict the synergy score measuring deviation from expected non-interaction effect.. Dataset: NCI-60 drug combinations with 297,098 pairs across 59 cell lines (1) Drug 1: CC1CCC2CC(C(=CC=CC=CC(CC(C(=O)C(C(C(=CC(C(=O)CC(OC(=O)C3CCCCN3C(=O)C(=O)C1(O2)O)C(C)CC4CCC(C(C4)OC)O)C)C)O)OC)C)C)C)OC. Drug 2: C1=CN(C=N1)CC(O)(P(=O)(O)O)P(=O)(O)O. Cell line: ACHN. Synergy scores: CSS=18.7, Synergy_ZIP=-4.84, Synergy_Bliss=-6.29, Synergy_Loewe=-26.6, Synergy_HSA=-4.99. (2) Drug 1: CC1=C(C=C(C=C1)NC2=NC=CC(=N2)N(C)C3=CC4=NN(C(=C4C=C3)C)C)S(=O)(=O)N.Cl. Drug 2: CCC1=C2CN3C(=CC4=C(C3=O)COC(=O)C4(CC)O)C2=NC5=C1C=C(C=C5)O. Cell line: HCT116. Synergy scores: CSS=43.8, Synergy_ZIP=2.25, Synergy_Bliss=1.60, Synergy_Loewe=-21.9, Synergy_HSA=1.06. (3) Drug 1: CN(C)N=NC1=C(NC=N1)C(=O)N. Drug 2: C1=CC(=CC=C1C#N)C(C2=CC=C(C=C2)C#N)N3C=NC=N3. Cell line: SF-295. Synergy scores: CSS=8.11, Synergy_ZIP=-3.14, Synergy_Bliss=-2.52, Synergy_Loewe=-0.318, Synergy_HSA=-0.542. (4) Drug 1: CC1CCC2CC(C(=CC=CC=CC(CC(C(=O)C(C(C(=CC(C(=O)CC(OC(=O)C3CCCCN3C(=O)C(=O)C1(O2)O)C(C)CC4CCC(C(C4)OC)OCCO)C)C)O)OC)C)C)C)OC. Drug 2: CN(C(=O)NC(C=O)C(C(C(CO)O)O)O)N=O. Cell line: M14. Synergy scores: CSS=-4.49, Synergy_ZIP=6.26, Synergy_Bliss=8.85, Synergy_Loewe=-18.2, Synergy_HSA=-3.94. (5) Drug 1: C(=O)(N)NO. Drug 2: CC12CCC3C(C1CCC2OP(=O)(O)O)CCC4=C3C=CC(=C4)OC(=O)N(CCCl)CCCl.[Na+]. Cell line: SF-295. Synergy scores: CSS=2.87, Synergy_ZIP=-3.07, Synergy_Bliss=-5.85, Synergy_Loewe=-3.53, Synergy_HSA=-3.64. (6) Drug 2: CCN(CC)CCCC(C)NC1=C2C=C(C=CC2=NC3=C1C=CC(=C3)Cl)OC. Drug 1: CNC(=O)C1=CC=CC=C1SC2=CC3=C(C=C2)C(=NN3)C=CC4=CC=CC=N4. Synergy scores: CSS=24.4, Synergy_ZIP=-6.45, Synergy_Bliss=1.97, Synergy_Loewe=-1.76, Synergy_HSA=-0.184. Cell line: DU-145. (7) Drug 1: CC=C1C(=O)NC(C(=O)OC2CC(=O)NC(C(=O)NC(CSSCCC=C2)C(=O)N1)C(C)C)C(C)C. Drug 2: CCN(CC)CCCC(C)NC1=C2C=C(C=CC2=NC3=C1C=CC(=C3)Cl)OC. Cell line: OVCAR-8. Synergy scores: CSS=32.7, Synergy_ZIP=-5.05, Synergy_Bliss=-0.300, Synergy_Loewe=-15.3, Synergy_HSA=2.17.